From a dataset of Catalyst prediction with 721,799 reactions and 888 catalyst types from USPTO. Predict which catalyst facilitates the given reaction. (1) Reactant: [C:1]1([CH:7]([C:36]2[CH:41]=[CH:40][CH:39]=[CH:38][CH:37]=2)[CH2:8][NH:9][C:10]2[C:19]3[C:14](=[CH:15][CH:16]=[CH:17][CH:18]=3)[N:13]=[C:12]([C:20]3[CH:21]=[C:22]4[C:26](=[CH:27][CH:28]=3)[N:25](C(OC(C)(C)C)=O)[CH2:24][CH2:23]4)[N:11]=2)[CH:6]=[CH:5][CH:4]=[CH:3][CH:2]=1. Product: [C:36]1([CH:7]([C:1]2[CH:6]=[CH:5][CH:4]=[CH:3][CH:2]=2)[CH2:8][NH:9][C:10]2[C:19]3[C:14](=[CH:15][CH:16]=[CH:17][CH:18]=3)[N:13]=[C:12]([C:20]3[CH:21]=[C:22]4[C:26](=[CH:27][CH:28]=3)[NH:25][CH2:24][CH2:23]4)[N:11]=2)[CH:37]=[CH:38][CH:39]=[CH:40][CH:41]=1. The catalyst class is: 137. (2) Reactant: [C:1]1([C:7]2[CH:15]=[CH:14][CH:13]=[C:12]3[C:8]=2[CH2:9][C:10](=[O:16])[NH:11]3)[CH:6]=[CH:5][CH:4]=[CH:3][CH:2]=1.[CH3:17][C:18]1[C:22]([C:23]([N:25]2[CH2:30][CH2:29][N:28]([CH3:31])[CH2:27][CH2:26]2)=[O:24])=[CH:21][NH:20][C:19]=1[CH:32]=O. Product: [CH3:17][C:18]1[C:22]([C:23]([N:25]2[CH2:26][CH2:27][N:28]([CH3:31])[CH2:29][CH2:30]2)=[O:24])=[CH:21][NH:20][C:19]=1[CH:32]=[C:9]1[C:8]2[C:12](=[CH:13][CH:14]=[CH:15][C:7]=2[C:1]2[CH:2]=[CH:3][CH:4]=[CH:5][CH:6]=2)[NH:11][C:10]1=[O:16]. The catalyst class is: 360. (3) Reactant: [CH3:1][N:2]([CH3:7])[CH:3]1[CH2:6][NH:5][CH2:4]1.C(N(CC)CC)C.[C:15](=O)([O:21]C(OC(C)(C)C)=O)[O:16][C:17]([CH3:20])([CH3:19])[CH3:18]. Product: [CH3:1][N:2]([CH3:7])[CH:3]1[CH2:6][N:5]([C:15]([O:16][C:17]([CH3:20])([CH3:19])[CH3:18])=[O:21])[CH2:4]1. The catalyst class is: 2.